Dataset: Catalyst prediction with 721,799 reactions and 888 catalyst types from USPTO. Task: Predict which catalyst facilitates the given reaction. (1) Reactant: [Cl:1][C:2]1[CH:7]=[CH:6][C:5]([CH:8]2[CH2:10][CH:9]2[C:11]([O:13]CC)=[O:12])=[CH:4][CH:3]=1.C[O-].[Na+].CO.O[Li].O. Product: [Cl:1][C:2]1[CH:3]=[CH:4][C:5]([CH:8]2[CH2:10][CH:9]2[C:11]([OH:13])=[O:12])=[CH:6][CH:7]=1. The catalyst class is: 14. (2) Reactant: [F:1][C:2]1[CH:7]=[C:6](Br)[CH:5]=[CH:4][C:3]=1[O:9][CH3:10].C([Li])CCC.[Br:16][C:17]1[CH:28]=[CH:27][C:20]([C:21](N(C)OC)=[O:22])=[CH:19][CH:18]=1.O. Product: [Br:16][C:17]1[CH:28]=[CH:27][C:20]([C:21]([C:6]2[CH:5]=[CH:4][C:3]([O:9][CH3:10])=[C:2]([F:1])[CH:7]=2)=[O:22])=[CH:19][CH:18]=1. The catalyst class is: 1. (3) Reactant: [N:1]1([CH:6]([C:10]2[CH:15]=[CH:14][C:13]([NH2:16])=[CH:12][CH:11]=2)[CH:7]([CH3:9])[CH3:8])[CH:5]=[CH:4][N:3]=[CH:2]1.[O:17]1[C:22](=[O:23])[CH2:21][CH2:20][CH2:19][C:18]1=[O:24]. Product: [N:1]1([CH:6]([C:10]2[CH:11]=[CH:12][C:13]([NH:16][C:22](=[O:23])[CH2:21][CH2:20][CH2:19][C:18]([OH:24])=[O:17])=[CH:14][CH:15]=2)[CH:7]([CH3:9])[CH3:8])[CH:5]=[CH:4][N:3]=[CH:2]1. The catalyst class is: 1. (4) Reactant: [C:1]([CH2:4][CH2:5][C:6]1[C:10]([CH3:11])=[C:9]([CH:12]=O)[NH:8][C:7]=1[CH3:14])([OH:3])=[O:2].[CH3:15][O:16][C:17]1[CH:22]=[CH:21][CH:20]=[CH:19][C:18]=1[C:23]1[CH:31]=[C:30]2[C:26]([CH2:27][C:28](=[O:32])[NH:29]2)=[CH:25][CH:24]=1. Product: [CH3:15][O:16][C:17]1[CH:22]=[CH:21][CH:20]=[CH:19][C:18]=1[C:23]1[CH:31]=[C:30]2[C:26]([C:27](=[CH:12][C:9]3[NH:8][C:7]([CH3:14])=[C:6]([CH2:5][CH2:4][C:1]([OH:3])=[O:2])[C:10]=3[CH3:11])[C:28](=[O:32])[NH:29]2)=[CH:25][CH:24]=1. The catalyst class is: 495. (5) Reactant: [Br:1][C:2]1[CH:7]=[CH:6][C:5]([C:8]2[CH:9]=[N:10][NH:11][C:12]=2[NH2:13])=[CH:4][CH:3]=1.[O:14]1[CH2:19][CH2:18][O:17][C:16]2[CH:20]=[C:21]([C:24](=O)[CH2:25][C:26](OCC)=[O:27])[CH:22]=[CH:23][C:15]1=2. Product: [Br:1][C:2]1[CH:3]=[CH:4][C:5]([C:8]2[CH:9]=[N:10][N:11]3[C:26](=[O:27])[CH:25]=[C:24]([C:21]4[CH:22]=[CH:23][C:15]5[O:14][CH2:19][CH2:18][O:17][C:16]=5[CH:20]=4)[NH:13][C:12]=23)=[CH:6][CH:7]=1. The catalyst class is: 15. (6) Reactant: [OH:1][C@@H:2]1[C@H:7]([NH:8][C:9](=[O:15])[O:10][C:11]([CH3:14])([CH3:13])[CH3:12])[CH:6]=[C:5]([C:16]2[CH:21]=[CH:20][N:19]=[CH:18][C:17]=2[N+:22]([O-:24])=[O:23])[CH2:4][C@@H:3]1[CH3:25].[CH3:26][S:27](Cl)(=[O:29])=[O:28]. Product: [CH3:26][S:27]([O:1][C@H:2]1[C@@H:3]([CH3:25])[CH2:4][C:5]([C:16]2[CH:21]=[CH:20][N:19]=[CH:18][C:17]=2[N+:22]([O-:24])=[O:23])=[CH:6][C@H:7]1[NH:8][C:9]([O:10][C:11]([CH3:12])([CH3:13])[CH3:14])=[O:15])(=[O:29])=[O:28]. The catalyst class is: 17. (7) Reactant: [S:1]1[CH2:6][CH2:5][CH:4]([CH:7]=O)[CH2:3][CH2:2]1.Cl.[Br:10][C:11]1[CH:12]=[C:13]([NH:17]N)[CH:14]=[CH:15][CH:16]=1.C(O)(C(F)(F)F)=O. Product: [Br:10][C:11]1[CH:12]=[C:13]2[N:17]=[CH:7][C:4]3([CH2:5][CH2:6][S:1][CH2:2][CH2:3]3)[C:14]2=[CH:15][CH:16]=1.[Br:10][C:11]1[CH:16]=[CH:15][CH:14]=[C:13]2[N:17]=[CH:7][C:4]3([CH2:5][CH2:6][S:1][CH2:2][CH2:3]3)[C:12]=12. The catalyst class is: 2.